From a dataset of Forward reaction prediction with 1.9M reactions from USPTO patents (1976-2016). Predict the product of the given reaction. (1) Given the reactants Br[C:2]1[CH:3]=[C:4]([Cl:16])[C:5]2[O:9][C:8]3[CH2:10][CH2:11][CH:12]([OH:14])[CH2:13][C:7]=3[C:6]=2[CH:15]=1.[C:17]1([S:23]([O-:25])=[O:24])[CH:22]=[CH:21][CH:20]=[CH:19][CH:18]=1.[Na+].C(=O)([O-])[O-].[Cs+].[Cs+].CC1(C)C2C(=C(P(C3C=CC=CC=3)C3C=CC=CC=3)C=CC=2)OC2C(P(C3C=CC=CC=3)C3C=CC=CC=3)=CC=CC1=2, predict the reaction product. The product is: [Cl:16][C:4]1[C:5]2[O:9][C:8]3[CH2:10][CH2:11][CH:12]([OH:14])[CH2:13][C:7]=3[C:6]=2[CH:15]=[C:2]([S:23]([C:17]2[CH:22]=[CH:21][CH:20]=[CH:19][CH:18]=2)(=[O:25])=[O:24])[CH:3]=1. (2) Given the reactants [O:1]=[C:2]1[N:6]([C:7]2[CH:12]=[CH:11][CH:10]=[C:9]([NH:13][C:14]3[S:15][CH2:16][CH2:17][N:18]=3)[CH:8]=2)[CH2:5][CH:4]([C:19]([NH:21][CH:22]([C:29]2[CH:30]=[N:31][CH:32]=[CH:33][CH:34]=2)[CH2:23][C:24]([O:26]CC)=[O:25])=[O:20])[CH2:3]1.[OH-].[Na+], predict the reaction product. The product is: [O:1]=[C:2]1[N:6]([C:7]2[CH:12]=[CH:11][CH:10]=[C:9]([NH:13][C:14]3[S:15][CH2:16][CH2:17][N:18]=3)[CH:8]=2)[CH2:5][CH:4]([C:19]([NH:21][CH:22]([C:29]2[CH:30]=[N:31][CH:32]=[CH:33][CH:34]=2)[CH2:23][C:24]([OH:26])=[O:25])=[O:20])[CH2:3]1. (3) Given the reactants [Br:1][C:2]1[CH:7]=[C:6]([F:8])[C:5]([F:9])=[CH:4][C:3]=1[OH:10].[C:11]1(P([C:11]2[CH:16]=[CH:15]C=[CH:13][CH:12]=2)[C:11]2[CH:16]=[CH:15]C=[CH:13][CH:12]=2)[CH:16]=[CH:15]C=[CH:13][CH:12]=1.C[C@@H](O)CC=C.CC(OC(/N=N/C(OC(C)C)=O)=O)C, predict the reaction product. The product is: [Br:1][C:2]1[CH:7]=[C:6]([F:8])[C:5]([F:9])=[CH:4][C:3]=1[O:10][C@H:16]([CH2:11][CH:12]=[CH2:13])[CH3:15]. (4) Given the reactants [CH2:1]([O:3][C:4]1[N:8]=[C:7]([CH:9]2[CH2:14][CH:13]([C:15]3[CH:20]=[CH:19][C:18]([O:21][C:22]([F:25])([F:24])[F:23])=[C:17]([F:26])[CH:16]=3)[CH2:12][N:11]([C:27]([O:29]C3C=CC([N+]([O-])=O)=CC=3)=O)[CH2:10]2)[O:6][N:5]=1)[CH3:2].Cl.[OH:40][CH:41]1[CH2:44][NH:43][CH2:42]1.C(=O)([O-])[O-].[K+].[K+], predict the reaction product. The product is: [CH2:1]([O:3][C:4]1[N:8]=[C:7]([CH:9]2[CH2:14][CH:13]([C:15]3[CH:20]=[CH:19][C:18]([O:21][C:22]([F:23])([F:25])[F:24])=[C:17]([F:26])[CH:16]=3)[CH2:12][N:11]([C:27]([N:43]3[CH2:44][CH:41]([OH:40])[CH2:42]3)=[O:29])[CH2:10]2)[O:6][N:5]=1)[CH3:2]. (5) Given the reactants [C:1]([C:4]1[CH:9]=[CH:8][C:7]([S:10]([NH:13][C:14]2[S:15][CH:16]=[CH:17][N:18]=2)(=[O:12])=[O:11])=[CH:6][CH:5]=1)(=O)C.C(=O)([O-])[O-].[K+].[K+].Cl[CH2:26][O:27][CH3:28].C[N:30](C=O)C, predict the reaction product. The product is: [C:1]([C:4]1[CH:9]=[CH:8][C:7]([S:10]([N:13]([CH2:26][O:27][CH3:28])[C:14]2[S:15][CH:16]=[CH:17][N:18]=2)(=[O:12])=[O:11])=[CH:6][CH:5]=1)#[N:30]. (6) Given the reactants [Cl:1][C:2]1[CH:7]=[CH:6][C:5]([CH2:8][CH2:9][NH2:10])=[CH:4][CH:3]=1.S([O-])([O-])(=O)=O.[Na+].[Na+].[CH3:18][N:19]1[CH:23]=[CH:22][N:21]=[C:20]1[CH:24]=O.[BH4-].[Na+], predict the reaction product. The product is: [Cl:1][C:2]1[CH:7]=[CH:6][C:5]([CH2:8][CH2:9][NH:10][CH2:24][C:20]2[N:19]([CH3:18])[CH:23]=[CH:22][N:21]=2)=[CH:4][CH:3]=1. (7) Given the reactants [OH:1][C:2]1[CH:24]=[CH:23][C:22]([C:25]2[CH:30]=[CH:29][CH:28]=[CH:27][CH:26]=2)=[CH:21][C:3]=1[C:4]([NH:6][C:7]1[CH:12]=[C:11]([C:13]([F:16])([F:15])[F:14])[CH:10]=[C:9]([C:17]([F:20])([F:19])[F:18])[CH:8]=1)=[O:5].[N:31]1([C:37](Cl)=[O:38])[CH2:36][CH2:35][O:34][CH2:33][CH2:32]1, predict the reaction product. The product is: [O:34]1[CH2:35][CH2:36][N:31]([C:37]([O:1][C:2]2[CH:24]=[CH:23][C:22]([C:25]3[CH:30]=[CH:29][CH:28]=[CH:27][CH:26]=3)=[CH:21][C:3]=2[C:4]([NH:6][C:7]2[CH:8]=[C:9]([C:17]([F:18])([F:19])[F:20])[CH:10]=[C:11]([C:13]([F:14])([F:15])[F:16])[CH:12]=2)=[O:5])=[O:38])[CH2:32][CH2:33]1. (8) Given the reactants [NH2:1][C:2]1[CH:10]=[CH:9][CH:8]=[C:7]2[C:3]=1[C:4]([C:15]([N:17]1[CH2:22][CH2:21][CH:20]([C:23]3[CH:24]=[C:25]([CH:34]=[CH:35][C:36]=3[F:37])[CH2:26][NH:27][C:28](=[O:33])[C:29]([F:32])([F:31])[F:30])[CH2:19][CH2:18]1)=[O:16])=[CH:5][N:6]2[CH2:11][CH2:12][O:13][CH3:14].[CH3:38][N:39]([CH3:43])[C:40](Cl)=[O:41], predict the reaction product. The product is: [CH3:38][N:39]([CH3:43])[C:40](=[O:41])[NH:1][C:2]1[CH:10]=[CH:9][CH:8]=[C:7]2[C:3]=1[C:4]([C:15]([N:17]1[CH2:18][CH2:19][CH:20]([C:23]3[CH:24]=[C:25]([CH:34]=[CH:35][C:36]=3[F:37])[CH2:26][NH:27][C:28](=[O:33])[C:29]([F:31])([F:32])[F:30])[CH2:21][CH2:22]1)=[O:16])=[CH:5][N:6]2[CH2:11][CH2:12][O:13][CH3:14].